Dataset: Full USPTO retrosynthesis dataset with 1.9M reactions from patents (1976-2016). Task: Predict the reactants needed to synthesize the given product. (1) The reactants are: Cl[C:2]1[CH:7]=[C:6]([CH2:8][N:9]2[CH2:14][CH2:13][N:12]([C:15](=[O:18])[NH:16][CH3:17])[CH2:11][CH2:10]2)[CH:5]=[CH:4][N:3]=1.[NH2:19][C:20]1[N:21]=[CH:22][C:23]2[C:28]([CH:29]=1)=[CH:27][CH:26]=[CH:25][CH:24]=2.CC1(C)C2C(=C(P(C3C=CC=CC=3)C3C=CC=CC=3)C=CC=2)OC2C(P(C3C=CC=CC=3)C3C=CC=CC=3)=CC=CC1=2.C([O-])([O-])=O.[Cs+].[Cs+]. Given the product [CH3:17][NH:16][C:15]([N:12]1[CH2:13][CH2:14][N:9]([CH2:8][C:6]2[CH:5]=[CH:4][N:3]=[C:2]([NH:19][C:20]3[N:21]=[CH:22][C:23]4[C:28]([CH:29]=3)=[CH:27][CH:26]=[CH:25][CH:24]=4)[CH:7]=2)[CH2:10][CH2:11]1)=[O:18], predict the reactants needed to synthesize it. (2) Given the product [N:8]([CH2:9][CH:10]1[CH2:14][N:13]([C@@H:15]([CH2:19][CH3:20])[C:16]([NH2:18])=[O:17])[C:12](=[O:21])[CH2:11]1)=[C:1]=[S:2], predict the reactants needed to synthesize it. The reactants are: [C:1](=C1N=CC=N1)=[S:2].[NH2:8][CH2:9][CH:10]1[CH2:14][N:13]([C@@H:15]([CH2:19][CH3:20])[C:16]([NH2:18])=[O:17])[C:12](=[O:21])[CH2:11]1. (3) Given the product [CH3:1][N:2]1[C:6]2=[C:7]3[CH:13]=[C:12]([C:14]4[CH:15]=[C:16]([CH2:20][C:21]([NH:23][CH2:24][CH2:25][N:26]5[CH2:31][CH2:30][N:29]([CH3:32])[CH2:28][CH2:27]5)=[O:22])[CH:17]=[CH:18][CH:19]=4)[NH:11][C:8]3=[N:9][CH:10]=[C:5]2[CH:4]=[N:3]1, predict the reactants needed to synthesize it. The reactants are: [CH3:1][N:2]1[C:6]2=[C:7]3[CH:13]=[C:12]([C:14]4[CH:15]=[C:16]([CH2:20][C:21]([NH:23][CH2:24][CH2:25][N:26]5[CH2:31][CH2:30][N:29]([CH3:32])[CH2:28][CH2:27]5)=[O:22])[CH:17]=[CH:18][CH:19]=4)[N:11](S(C4C=CC(C)=CC=4)(=O)=O)[C:8]3=[N:9][CH:10]=[C:5]2[CH:4]=[N:3]1.[OH-].[Na+]. (4) The reactants are: [CH3:1][N:2]1[CH2:8][CH2:7][C:6]2[CH:9]=[C:10]([NH:13][C:14]([C@H:16]([NH:24]C(=O)OC(C)(C)C)[CH2:17][CH2:18][C:19]3[NH:23][N:22]=[N:21][N:20]=3)=[O:15])[CH:11]=[CH:12][C:5]=2[CH2:4][CH2:3]1. Given the product [NH2:24][C@H:16]([CH2:17][CH2:18][C:19]1[NH:23][N:22]=[N:21][N:20]=1)[C:14]([NH:13][C:10]1[CH:11]=[CH:12][C:5]2[CH2:4][CH2:3][N:2]([CH3:1])[CH2:8][CH2:7][C:6]=2[CH:9]=1)=[O:15], predict the reactants needed to synthesize it. (5) Given the product [CH3:45][O:44][C:22]1[C:23]([NH:26][C:27](=[O:43])[C:28]2[CH:33]=[CH:32][CH:31]=[C:30]([S:34]([N:37]3[CH2:42][CH2:41][CH2:40][CH2:39][CH2:38]3)(=[O:36])=[O:35])[CH:29]=2)=[N:24][CH:25]=[C:20]([CH:1]=[CH2:2])[CH:21]=1, predict the reactants needed to synthesize it. The reactants are: [CH:1]([B-](F)(F)F)=[CH2:2].[K+].C(N(CC)CC)C.C(O)CC.Br[C:20]1[CH:21]=[C:22]([O:44][CH3:45])[C:23]([NH:26][C:27](=[O:43])[C:28]2[CH:33]=[CH:32][CH:31]=[C:30]([S:34]([N:37]3[CH2:42][CH2:41][CH2:40][CH2:39][CH2:38]3)(=[O:36])=[O:35])[CH:29]=2)=[N:24][CH:25]=1. (6) Given the product [ClH:41].[ClH:41].[F:40][C:2]([F:1])([F:39])[C:3]1[C:4]2[CH2:38][O:37][CH2:36][CH2:35][C:5]=2[N:6]([C:8]2[C:9](=[O:34])[NH:10][C:11](=[O:33])[N:12]([CH2:14][CH2:15][CH2:16][N:17]3[CH2:22][C@H:21]4[C@:19]([C:23]5[CH:28]=[CH:27][C:26]([C:29]([F:32])([F:31])[F:30])=[CH:25][CH:24]=5)([CH2:20]4)[CH2:18]3)[CH:13]=2)[N:7]=1, predict the reactants needed to synthesize it. The reactants are: [F:1][C:2]([F:40])([F:39])[C:3]1[C:4]2[CH2:38][O:37][CH2:36][CH2:35][C:5]=2[N:6]([C:8]2[C:9](=[O:34])[NH:10][C:11](=[O:33])[N:12]([CH2:14][CH2:15][CH2:16][N:17]3[CH2:22][C@H:21]4[C@:19]([C:23]5[CH:28]=[CH:27][C:26]([C:29]([F:32])([F:31])[F:30])=[CH:25][CH:24]=5)([CH2:20]4)[CH2:18]3)[CH:13]=2)[N:7]=1.[ClH:41].CO. (7) Given the product [F:1][C:2]1[C:10]([N+:14]([O-:16])=[O:15])=[CH:9][CH:8]=[C:7]2[C:3]=1[C:4]([CH3:13])([CH3:12])[C:5](=[O:11])[NH:6]2, predict the reactants needed to synthesize it. The reactants are: [F:1][C:2]1[CH:10]=[CH:9][CH:8]=[C:7]2[C:3]=1[C:4]([CH3:13])([CH3:12])[C:5](=[O:11])[NH:6]2.[N+:14]([O-])([OH:16])=[O:15]. (8) The reactants are: [C:1]([O:5][C:6](=[O:40])[CH2:7][N:8]([CH2:25][C:26]1[CH:31]=[C:30]([C:32]([F:35])([F:34])[F:33])[CH:29]=[C:28]([C:36]([F:39])([F:38])[F:37])[CH:27]=1)[CH2:9][C:10]1[C:11]([C:20]#[C:21][CH2:22][CH2:23][CH3:24])=[N:12][C:13]2[C:18]([CH:19]=1)=[CH:17][CH:16]=[CH:15][CH:14]=2)([CH3:4])([CH3:3])[CH3:2]. Given the product [C:1]([O:5][C:6](=[O:40])[CH2:7][N:8]([CH2:25][C:26]1[CH:31]=[C:30]([C:32]([F:35])([F:34])[F:33])[CH:29]=[C:28]([C:36]([F:37])([F:38])[F:39])[CH:27]=1)[CH2:9][C:10]1[C:11]([CH2:20][CH2:21][CH2:22][CH2:23][CH3:24])=[N:12][C:13]2[C:18]([CH:19]=1)=[CH:17][CH:16]=[CH:15][CH:14]=2)([CH3:2])([CH3:3])[CH3:4], predict the reactants needed to synthesize it.